This data is from Reaction yield outcomes from USPTO patents with 853,638 reactions. The task is: Predict the reaction yield, written as a fraction of the theoretical maximum amount of product (1.0 means a 100% yield; for example, 0.34 means a 34% yield). The yield is 0.810. The reactants are [Cl:1][C:2]1[C:3]([C:12](Cl)=[O:13])=[N:4][C:5]2[C:10]([N:11]=1)=[CH:9][CH:8]=[CH:7][CH:6]=2.[NH2:15][C:16]1[CH:17]=[CH:18][C:19]([C:22]([O:24][CH3:25])=[O:23])=[N:20][CH:21]=1.N1C=CC=CC=1.O. The product is [Cl:1][C:2]1[C:3]([C:12]([NH:15][C:16]2[CH:17]=[CH:18][C:19]([C:22]([O:24][CH3:25])=[O:23])=[N:20][CH:21]=2)=[O:13])=[N:4][C:5]2[C:10]([N:11]=1)=[CH:9][CH:8]=[CH:7][CH:6]=2. The catalyst is ClCCl.